Dataset: Full USPTO retrosynthesis dataset with 1.9M reactions from patents (1976-2016). Task: Predict the reactants needed to synthesize the given product. Given the product [Si:1]([O:26][C:22]1[CH:21]=[C:20]([NH2:19])[CH:25]=[CH:24][CH:23]=1)([C:4]([CH3:7])([CH3:6])[CH3:5])([CH3:3])[CH3:2], predict the reactants needed to synthesize it. The reactants are: [Si:1](Cl)([C:4]([CH3:7])([CH3:6])[CH3:5])([CH3:3])[CH3:2].N1C=CN=C1.CN(C=O)C.[NH2:19][C:20]1[CH:21]=[C:22]([OH:26])[CH:23]=[CH:24][CH:25]=1.